The task is: Predict the product of the given reaction.. This data is from Forward reaction prediction with 1.9M reactions from USPTO patents (1976-2016). (1) The product is: [CH:23]([N:20]1[CH2:19][CH2:18][CH:17]([C:14]2[CH:13]=[CH:12][C:11]([NH2:10])=[CH:16][CH:15]=2)[CH2:22][CH2:21]1)([CH3:25])[CH3:24]. Given the reactants C(OC(=O)[NH:10][C:11]1[CH:16]=[CH:15][C:14]([C:17]2[CH2:18][CH2:19][N:20]([CH:23]([CH3:25])[CH3:24])[CH2:21][CH:22]=2)=[CH:13][CH:12]=1)C1C=CC=CC=1, predict the reaction product. (2) Given the reactants [CH3:1][C:2]1[CH:7]=[CH:6][C:5]([C:8]2[O:9][C:10]([CH3:13])=[N:11][N:12]=2)=[CH:4][C:3]=1[C:14]1[CH:19]=[CH:18][C:17]([C:20](Cl)=[O:21])=[CH:16][CH:15]=1.[CH3:23][O:24][C:25]1[CH:31]=[CH:30][C:28]([NH2:29])=[CH:27][C:26]=1[CH3:32], predict the reaction product. The product is: [CH3:23][O:24][C:25]1[CH:31]=[CH:30][C:28]([NH:29][C:20]([C:17]2[CH:18]=[CH:19][C:14]([C:3]3[CH:4]=[C:5]([C:8]4[O:9][C:10]([CH3:13])=[N:11][N:12]=4)[CH:6]=[CH:7][C:2]=3[CH3:1])=[CH:15][CH:16]=2)=[O:21])=[CH:27][C:26]=1[CH3:32]. (3) Given the reactants [Br:1][C:2]1[CH:12]=[CH:11][C:10]([S:13]([N:16]([C:29]2[N:30]=[CH:31][C:32]3[C:37]([C:38]=2[CH:39]2[CH2:41][CH2:40]2)=[CH:36][CH:35]=[CH:34][CH:33]=3)[CH2:17][C:18]2[CH:23]=[CH:22][C:21]([O:24][C:25]([F:28])([F:27])[F:26])=[CH:20][CH:19]=2)(=[O:15])=[O:14])=[CH:9][C:3]=1[C:4](OCC)=[O:5].[H-].C([Al+]CC(C)C)C(C)C.CO.C(C(C(C([O-])=O)O)O)([O-])=O.[Na+].[K+], predict the reaction product. The product is: [Br:1][C:2]1[CH:12]=[CH:11][C:10]([S:13]([N:16]([C:29]2[N:30]=[CH:31][C:32]3[C:37]([C:38]=2[CH:39]2[CH2:40][CH2:41]2)=[CH:36][CH:35]=[CH:34][CH:33]=3)[CH2:17][C:18]2[CH:23]=[CH:22][C:21]([O:24][C:25]([F:28])([F:27])[F:26])=[CH:20][CH:19]=2)(=[O:14])=[O:15])=[CH:9][C:3]=1[CH2:4][OH:5]. (4) Given the reactants [CH3:1][C:2]1[NH:3][C:4](=[O:23])[N:5]([C:16]2[CH:17]=[C:18]([CH3:22])[CH:19]=[CH:20][CH:21]=2)[C:6]=1[C:7]1[CH:8]=[CH:9][C:10]2[N:11]([N:13]=[CH:14][N:15]=2)[CH:12]=1.CC(C)([O-])C.[K+].Br[CH2:31][C:32]1[CH:37]=[CH:36][CH:35]=[C:34]([F:38])[CH:33]=1, predict the reaction product. The product is: [N:15]1[CH:14]=[N:13][N:11]2[CH:12]=[C:7]([C:6]3[N:5]([C:16]4[CH:17]=[C:18]([CH3:22])[CH:19]=[CH:20][CH:21]=4)[C:4](=[O:23])[N:3]([CH2:31][C:32]4[CH:37]=[CH:36][CH:35]=[C:34]([F:38])[CH:33]=4)[C:2]=3[CH3:1])[CH:8]=[CH:9][C:10]=12. (5) Given the reactants [CH:1]([CH:4]1[CH2:9][CH2:8][CH:7]([CH2:10][CH2:11][CH2:12][C:13]([OH:15])=[O:14])[CH2:6][CH2:5]1)([CH3:3])[CH3:2].O.NN.[OH-].[K+].Cl, predict the reaction product. The product is: [CH:1]([C:4]1[CH:9]=[CH:8][C:7]([CH2:10][CH2:11][CH2:12][C:13]([OH:15])=[O:14])=[CH:6][CH:5]=1)([CH3:3])[CH3:2].